This data is from HIV replication inhibition screening data with 41,000+ compounds from the AIDS Antiviral Screen. The task is: Binary Classification. Given a drug SMILES string, predict its activity (active/inactive) in a high-throughput screening assay against a specified biological target. (1) The drug is CC(C)OC(=O)OCSc1ccccc1N=Cc1cccc([N+](=O)[O-])c1. The result is 0 (inactive). (2) The drug is CCCCOC(=O)NC(Nc1cccc(C(F)(F)F)c1)(C(F)(F)F)C(F)(F)F. The result is 0 (inactive). (3) The drug is O=C1CN(C=C2C(=O)NC(=O)NC2=O)C(=S)N1. The result is 0 (inactive). (4) The drug is CSC1(CC(=O)N(C)C)C(=O)Nc2ccccc21. The result is 0 (inactive). (5) The drug is CCC(CS(=O)(=O)O)[N+](=O)[O-]. The result is 0 (inactive). (6) The result is 0 (inactive). The drug is C#CCOC(=O)c1ccccc1O. (7) The compound is CC(C)=CCCc1c(C)ccc2c1C(=O)C(O)=C(C(C)C)C2=O. The result is 0 (inactive). (8) The molecule is CC1=C(C#N)S(=O)(=O)c2c(oc(C)c2C)N1. The result is 0 (inactive). (9) The compound is Nc1cccc(C(=O)C=Cc2ccccc2O)c1. The result is 0 (inactive). (10) The compound is OCc1ccc2[n+](c1)CCc1c-2[nH]c2ccccc12. The result is 0 (inactive).